The task is: Predict the reactants needed to synthesize the given product.. This data is from Full USPTO retrosynthesis dataset with 1.9M reactions from patents (1976-2016). (1) Given the product [NH2:6][C:7]1[C:12]2[CH:13]([OH:16])[CH2:14][O:15][C:11]=2[CH:10]=[CH:9][C:8]=1[Br:17], predict the reactants needed to synthesize it. The reactants are: [BH4-].[Na+].C(O)C.[NH2:6][C:7]1[C:12]2[C:13](=[O:16])[CH2:14][O:15][C:11]=2[CH:10]=[CH:9][C:8]=1[Br:17]. (2) Given the product [CH3:17][C:18]1([CH2:21][O:1][C:2]2[CH:3]=[CH:4][C:5]([C:6]([C:8]3[CH:13]=[CH:12][CH:11]=[CH:10][CH:9]=3)=[O:7])=[CH:14][CH:15]=2)[CH2:20][O:19]1, predict the reactants needed to synthesize it. The reactants are: [OH:1][C:2]1[CH:15]=[CH:14][C:5]([C:6]([C:8]2[CH:13]=[CH:12][CH:11]=[CH:10][CH:9]=2)=[O:7])=[CH:4][CH:3]=1.Cl[CH2:17][C:18]1([CH3:21])[CH2:20][O:19]1.